Dataset: Full USPTO retrosynthesis dataset with 1.9M reactions from patents (1976-2016). Task: Predict the reactants needed to synthesize the given product. (1) Given the product [F:22][C:2]1[C:11]2[C:6](=[CH:7][CH:8]=[C:9]([O:12][CH3:13])[CH:10]=2)[N:5]=[C:4]([C:14]2[CH:21]=[CH:20][C:17]([C:18]#[N:19])=[CH:16][CH:15]=2)[CH:3]=1, predict the reactants needed to synthesize it. The reactants are: Cl[C:2]1[C:11]2[C:6](=[CH:7][CH:8]=[C:9]([O:12][CH3:13])[CH:10]=2)[N:5]=[C:4]([C:14]2[CH:21]=[CH:20][C:17]([C:18]#[N:19])=[CH:16][CH:15]=2)[CH:3]=1.[F-:22].[Cs+]. (2) Given the product [O:20]=[C:19]1[CH:18]([CH:17]2[CH2:26][CH2:25][NH:56][CH:53]2[CH3:54])[C:4](=[O:3])[C:5]2[C:6](=[CH:7][CH:8]=[CH:9][CH:10]=2)[O:27]1, predict the reactants needed to synthesize it. The reactants are: C(NC(C)C=O)([O:3][CH2:4][C:5]1[CH:10]=[CH:9][CH:8]=[CH:7][CH:6]=1)=O.O[C:17]1[C:26]2C(=CC=C[CH:25]=2)[O:20][C:19](=[O:27])[CH:18]=1.C(OCC1C=CC=CC=1)=C.C(OC)(OC)OC.C([O-])(=O)C.C([O-])(=O)C.[CH2:53]([NH3+:56])[CH2:54][NH3+]. (3) Given the product [Br:11][C:7]1[CH:8]=[C:9]2[C:4]([CH2:3][CH2:2][CH:1]2[NH2:10])=[CH:5][CH:6]=1, predict the reactants needed to synthesize it. The reactants are: [CH:1]1([NH2:10])[C:9]2[C:4](=[CH:5][CH:6]=[CH:7][CH:8]=2)[CH2:3][CH2:2]1.[Br:11]C1C=C2C(CCC2=O)=CC=1.[BH3-]C#N.[Na+]. (4) Given the product [Cl:1][C:2]1[CH:3]=[CH:4][C:5]2[N:11]3[C:12]([N:15]4[CH2:20][CH2:19][CH:18]([C:21]5[CH:22]=[CH:23][CH:24]=[CH:25][CH:26]=5)[CH2:17][CH2:16]4)=[N:13][N:14]=[C:10]3[CH2:9][N:8]([S:36]([CH3:35])(=[O:38])=[O:37])[CH2:7][C:6]=2[CH:27]=1, predict the reactants needed to synthesize it. The reactants are: [Cl:1][C:2]1[CH:3]=[CH:4][C:5]2[N:11]3[C:12]([N:15]4[CH2:20][CH2:19][CH:18]([C:21]5[CH:26]=[CH:25][CH:24]=[CH:23][CH:22]=5)[CH2:17][CH2:16]4)=[N:13][N:14]=[C:10]3[CH2:9][NH:8][CH2:7][C:6]=2[CH:27]=1.C(N(CC)CC)C.[CH3:35][S:36](Cl)(=[O:38])=[O:37]. (5) Given the product [C:5]([N:4]1[CH2:3][C:2]([CH3:9])([CH3:1])[NH:10][C:15]([CH2:17][CH2:18][CH2:19][CH3:20])([CH2:11][CH2:12][CH2:13][CH3:14])[C:23]1=[O:21])([CH3:8])([CH3:7])[CH3:6], predict the reactants needed to synthesize it. The reactants are: [CH3:1][C:2]([NH2:10])([CH3:9])[CH2:3][NH:4][C:5]([CH3:8])([CH3:7])[CH3:6].[CH2:11]([C:15]([CH2:17][CH2:18][CH2:19][CH3:20])=O)[CH2:12][CH2:13][CH3:14].[OH-:21].[Na+].[CH:23](Cl)(Cl)Cl. (6) Given the product [CH3:12][O:13][C:14]1[CH:15]=[C:16]([CH2:20][C:4](=[O:6])[CH2:3][C:1]#[N:2])[CH:17]=[CH:18][CH:19]=1, predict the reactants needed to synthesize it. The reactants are: [C:1]([CH2:3][C:4]([OH:6])=O)#[N:2].[Li]CCCC.[CH3:12][O:13][C:14]1[CH:15]=[C:16]([CH2:20]C(Cl)=O)[CH:17]=[CH:18][CH:19]=1.Cl. (7) Given the product [CH2:1]([N:8]1[CH2:13][CH2:12][C:11]([C:14]2[CH:15]=[C:16]([O:20][S:40]([C:43]([F:46])([F:45])[F:44])(=[O:42])=[O:41])[CH:17]=[CH:18][CH:19]=2)([C:21]2[CH:22]=[CH:23][C:24]([C:25](=[O:26])[N:27]([CH2:28][CH3:29])[CH2:30][CH3:31])=[CH:32][CH:33]=2)[CH2:10][CH2:9]1)[C:2]1[CH:3]=[CH:4][CH:5]=[CH:6][CH:7]=1, predict the reactants needed to synthesize it. The reactants are: [CH2:1]([N:8]1[CH2:13][CH2:12][C:11]([C:21]2[CH:33]=[CH:32][C:24]([C:25]([N:27]([CH2:30][CH3:31])[CH2:28][CH3:29])=[O:26])=[CH:23][CH:22]=2)([C:14]2[CH:19]=[CH:18][CH:17]=[C:16]([OH:20])[CH:15]=2)[CH2:10][CH2:9]1)[C:2]1[CH:7]=[CH:6][CH:5]=[CH:4][CH:3]=1.N1C=CC=CC=1.[S:40](O[S:40]([C:43]([F:46])([F:45])[F:44])(=[O:42])=[O:41])([C:43]([F:46])([F:45])[F:44])(=[O:42])=[O:41].C([O-])(O)=O.[Na+]. (8) Given the product [NH2:16][CH2:15][C:14]1[CH:17]=[CH:18][C:11]([N:3]([CH2:1][CH3:2])[C:4]2[CH:9]=[CH:8][CH:7]=[CH:6][CH:5]=2)=[CH:12][CH:13]=1, predict the reactants needed to synthesize it. The reactants are: [CH2:1]([NH:3][C:4]1[CH:9]=[CH:8][CH:7]=[CH:6][CH:5]=1)[CH3:2].F[C:11]1[CH:18]=[CH:17][C:14]([C:15]#[N:16])=[CH:13][CH:12]=1. (9) Given the product [CH2:14]([O:13][C:11]([NH:10][C@@H:4]([CH2:5][Si:6]([CH3:9])([CH3:8])[CH3:7])[C:3]([OH:21])=[O:2])=[O:12])[C:15]1[CH:16]=[CH:17][CH:18]=[CH:19][CH:20]=1, predict the reactants needed to synthesize it. The reactants are: C[O:2][C:3](=[O:21])[C@@H:4]([NH:10][C:11]([O:13][CH2:14][C:15]1[CH:20]=[CH:19][CH:18]=[CH:17][CH:16]=1)=[O:12])[CH2:5][Si:6]([CH3:9])([CH3:8])[CH3:7].[OH-].[Na+]. (10) Given the product [Br:1][C:24]1[C:25](=[O:27])[NH:26][C:21]([CH2:20][C:19]([N:11]2[C:12]3[C:17](=[CH:16][CH:15]=[CH:14][CH:13]=3)[CH2:18][C@@H:10]2[CH3:9])=[O:34])=[N:22][C:23]=1[N:28]1[CH2:29][CH2:30][O:31][CH2:32][CH2:33]1, predict the reactants needed to synthesize it. The reactants are: [Br:1]N1C(=O)CCC1=O.[CH3:9][C@H:10]1[CH2:18][C:17]2[C:12](=[CH:13][CH:14]=[CH:15][CH:16]=2)[N:11]1[C:19](=[O:34])[CH2:20][C:21]1[NH:26][C:25](=[O:27])[CH:24]=[C:23]([N:28]2[CH2:33][CH2:32][O:31][CH2:30][CH2:29]2)[N:22]=1.O.ClCCl.